Task: Predict the reactants needed to synthesize the given product.. Dataset: Full USPTO retrosynthesis dataset with 1.9M reactions from patents (1976-2016) (1) The reactants are: [C:1]1([C:14]2[CH:19]=[CH:18][CH:17]=[CH:16][CH:15]=2)[CH:6]=[CH:5][C:4]([NH:7][C:8](=[O:13])[C:9]([F:12])([F:11])[F:10])=[CH:3][CH:2]=1.[C:20](=O)([O-])[O-].[K+].[K+].CI. Given the product [C:1]1([C:14]2[CH:15]=[CH:16][CH:17]=[CH:18][CH:19]=2)[CH:2]=[CH:3][C:4]([N:7]([CH3:20])[C:8](=[O:13])[C:9]([F:11])([F:12])[F:10])=[CH:5][CH:6]=1, predict the reactants needed to synthesize it. (2) Given the product [O:15]([C:12]1[CH:13]=[CH:14][C:9]([NH:8][C:6]2[CH:5]=[CH:4][N:3]=[C:2]([NH:27][CH2:26][CH2:24][OH:25])[CH:7]=2)=[CH:10][CH:11]=1)[C:16]1[CH:21]=[CH:20][CH:19]=[CH:18][CH:17]=1, predict the reactants needed to synthesize it. The reactants are: F[C:2]1[CH:7]=[C:6]([NH:8][C:9]2[CH:14]=[CH:13][C:12]([O:15][C:16]3[CH:21]=[CH:20][CH:19]=[CH:18][CH:17]=3)=[CH:11][CH:10]=2)[CH:5]=[CH:4][N:3]=1.[OH-].[Na+].[CH2:24]([CH2:26][NH2:27])[OH:25]. (3) Given the product [Cl:1][C:2]1[CH:3]=[C:4]([CH:19]=[CH:20][C:21]=1[Cl:22])[CH2:5][C:6]1[C:7](=[O:18])[O:8][C:9]2[C:14]([C:15]=1[CH3:16])=[CH:13][CH:12]=[C:11]([O:17][C:34]([N:24]1[C:33]3[C:28](=[CH:29][CH:30]=[CH:31][CH:32]=3)[CH2:27][CH2:26][CH2:25]1)=[O:35])[CH:10]=2, predict the reactants needed to synthesize it. The reactants are: [Cl:1][C:2]1[CH:3]=[C:4]([CH:19]=[CH:20][C:21]=1[Cl:22])[CH2:5][C:6]1[C:7](=[O:18])[O:8][C:9]2[C:14]([C:15]=1[CH3:16])=[CH:13][CH:12]=[C:11]([OH:17])[CH:10]=2.[I-].[N:24]1([C:34](N2C=C[N+](C)=C2)=[O:35])[C:33]2[C:28](=[CH:29][CH:30]=[CH:31][CH:32]=2)[CH2:27][CH2:26][CH2:25]1. (4) The reactants are: C(O[C:6]([N:8]1[CH2:12][C:11](=[N:13][O:14][CH3:15])[CH2:10][C@H:9]1[C:16]([OH:18])=O)=[O:7])(C)(C)C.[C:19]1([C:28]2[CH:33]=[CH:32][CH:31]=[CH:30][CH:29]=2)[CH:24]=[CH:23][C:22](C(Cl)=O)=[CH:21][CH:20]=1.[CH2:34]([NH:41][CH2:42][CH2:43][OH:44])[C:35]1[CH:40]=[CH:39][CH:38]=[CH:37][CH:36]=1. Given the product [CH2:34]([N:41]([CH2:42][CH2:43][OH:44])[C:16]([C@@H:9]1[CH2:10][C:11](=[N:13][O:14][CH3:15])[CH2:12][N:8]1[C:6]([C:31]1[CH:30]=[CH:29][C:28]([C:19]2[CH:20]=[CH:21][CH:22]=[CH:23][CH:24]=2)=[CH:33][CH:32]=1)=[O:7])=[O:18])[C:35]1[CH:40]=[CH:39][CH:38]=[CH:37][CH:36]=1, predict the reactants needed to synthesize it. (5) Given the product [CH2:1]([OH:9])[CH2:2][CH2:3][CH2:4][CH2:5][CH2:6][CH2:7][CH3:8].[CH:10]([Cl:13])([Cl:12])[Cl:11], predict the reactants needed to synthesize it. The reactants are: [CH2:1]([OH:9])[CH2:2][CH2:3][CH2:4][CH2:5][CH2:6][CH2:7][CH3:8].[CH:10]([Cl:13])([Cl:12])[Cl:11]. (6) Given the product [CH3:21][O:20][C:17]1[CH:18]=[C:19]2[C:14](=[CH:15][C:16]=1[O:22][CH3:23])[N:13]=[CH:12][CH:11]=[C:10]2[O:9][C:7]1[CH:6]=[CH:5][C:3]([NH:4][C:32]([NH:43][C:44]2[O:48][N:47]=[C:46]([CH3:49])[CH:45]=2)=[O:34])=[C:2]([F:1])[CH:8]=1, predict the reactants needed to synthesize it. The reactants are: [F:1][C:2]1[CH:8]=[C:7]([O:9][C:10]2[C:19]3[C:14](=[CH:15][C:16]([O:22][CH3:23])=[C:17]([O:20][CH3:21])[CH:18]=3)[N:13]=[CH:12][CH:11]=2)[CH:6]=[CH:5][C:3]=1[NH2:4].C(N(CC)CC)C.Cl[C:32](Cl)([O:34]C(=O)OC(Cl)(Cl)Cl)Cl.[NH2:43][C:44]1[O:48][N:47]=[C:46]([CH3:49])[CH:45]=1.